Task: Regression. Given a target protein amino acid sequence and a drug SMILES string, predict the binding affinity score between them. We predict pKi (pKi = -log10(Ki in M); higher means stronger inhibition). Dataset: bindingdb_ki.. Dataset: Drug-target binding data from BindingDB using Ki measurements (1) The drug is CC(C)C[C@H](NC(=O)[C@H](CO)NC(=O)[C@H](C)NC(=O)[C@H](Cc1ccc(O)cc1)NC(=O)[C@H](Cc1ccc(O)cc1)NC(=O)[C@H](CCCN=C(N)N)NC(=O)[C@H](CO)NC(=O)[C@H](CC(C)C)NC(=O)[C@H](CCC(=O)O)NC(=O)[C@H](CCC(=O)O)NC(=O)[C@@H]1CCCN1C(=O)[C@H](CO)NC(=O)[C@H](C)NC(=O)[C@H](CC(=O)O)NC(=O)[C@H](CCC(=O)O)NC(=O)CNC(=O)[C@@H]1CCCN1C(=O)[C@H](C)NC(=O)[C@H](CCC(=O)O)NC(=O)[C@@H]1CCCN1C(=O)[C@H](CCCCN)NC(=O)[C@H](C)NC(=O)[C@@H]1CCCN1C(=O)[C@@H](N)Cc1ccc(O)cc1)C(=O)N[C@@H](CCCN=C(N)N)C(=O)N[C@@H](Cc1c[nH]cn1)C(=O)N[C@@H](Cc1ccc(O)cc1)C(=O)N[C@@H](CC(C)C)C(=O)N[C@@H](CC(N)=O)C(=O)N[C@@H](CC(C)C)C(=O)N[C@H](C(=O)N[C@H](C(=O)N[C@@H](CCCN=C(N)N)C(=O)N[C@@H](CCC(N)=O)C(=O)N[C@@H](CCCN=C(N)N)C(=O)N[C@@H](Cc1ccc(O)cc1)C(=O)O)[C@@H](C)O)C(C)C. The target protein (Q9WVD0) has sequence MNSTSFSQLENHSVHYNLSEEKPSFFAFENDDCHLPLAVIFTLALAYGAVIILGVSGNLALILIILKQKEMRNVTNILIVNLSFSDLLVAIMCLPFTFVYTLMDHWIFGEIMCKLNPFVQCVSITVSIFSLVLIAVERHQLIINPRGWRPNNRHAYIGIAVIWVLAVASSLPFMIYQVLTDEPFQNVTLDAFKDKLVCFDQFPSDSHRLSYTTLLLVLQYFGPLCFIFICYFKIYIRLKRRNNMMDKMRDSKYRSSESKRINIMLLSIVVAFAVCWLPLTIFNTVFDWNHQIIATCNHNLLFLLCHLTAMISTCVNPIFYGFLNKNFQRDLQFFFNFCDFRSRDDDYETIAMSTMHTDVSKTSLKQASPLAFKKISCVENEKI. The pKi is 9.8. (2) The small molecule is CCCCC/C=C\C/C=C\C/C=C\C/C=C\CCCCCC(=O)NCCO. The target protein (P56971) has sequence MKSILDGLADTTFRTITTDLLYVGSNDIQYEDMKGDMASKLGYYPQKFPLSSFRGDPFQEKMTGGDDSLLSIIPSEQVNITEFYNKSLSTFKDNEENIQCGENFMDMECFMILNPSQQLAIAVLSLTLGTFTVLENLLVLCVILHSRSLRCRPSYHFIGSLAVADLLGSVIFVYSFVDFHVFHRKDSPNVFLFKLGGVTASFTASVGSLFLTAIDRYISIHRPLAYKRIVTRPKAVVAFCVMWTIAIVIAVLPLLGWNCKKLNSVCSDIFPLIDETYLMFWIGVTSILLLFIVYAYMYILWKAHSHAVRMLQRGTQKSIIIQSTEDGKVQITRPDQTRMDIRLAKTLVLILVVLIICWGPLLAIMVYDVFGKMNKLIKTIFAFCSMLCLLNSTVNPIIYALRSKDLRHAFRSMFPTCEGTAQPLDNSMESDCQHKHANNAGNVHRAAESCIKSTVKIAKVTMSVSTDTTAEAL. The pKi is 5.5. (3) The compound is CC#CCC(C)[C@H](O)/C=C/[C@@H]1[C@H]2C/C(=C/CCCC(=O)O)C[C@H]2C[C@H]1O. The target protein (P43252) has sequence MMASDGHPGPPSVTPGSPLSAGGREWQGMAGSCWNITYVQDSVGPATSTLMFVAGVVGNGLALGILGARRRSHPSAFAVLVTGLAVTDLLGTCFLSPAVFVAYARNSSLLGLAHGGTMLCDTFAFAMTFFGLASTLILFAMAVERCLALSHPYLYAQLDGPRCARFALPSIYAFCCLFCSLPLLGLGEHQQYCPGSWCFIRMRSAQPGGCAFSLAYASLMALLVTSIFFCNGSVTLSLYHMYRQQRRHHGSFVPTSRAREDEVYHLILLALMTVIMAVCSLPLMIRGFTQAIAPDSREMGDLLAFRFNAFNPILDPWVFILFRKAVFQRLKFWLCCLCARSVHGDLQAPLSRPASGRRDPPAPTSLQAKEGSWVPLSSWGTGQVAPLTAVPLTGGDGCSVGMPSKSEAIAACSLC. The pKi is 8.0. (4) The drug is CCCCCCc1cc2cc(C(=O)OCC)c(=O)oc2cc1O. The target protein sequence is MTIPRSQHMSTAVNSCTEAPASRSQWMLANLRHDVPASLVVFLVALPLSLGIAIASGAPIIAGVIAAVVGGIVAGAVGGSPVQVSGPAAGLTVVVAELIDELGWPMLCLMTIAAGALQIVFGLSRMARAALAIAPVVVHAMLAGIGITIALQQIHVLLGGTSHSSAWRNIVALPDGILHHELHEVIVGGTVIAILLMWSKLPAKVRIIPGPLVAIAGATVLALLPVLQTERIDLQGNFFDAIGLPKLAEMSPGGQPWSHEISAIALGVLTIALIASVESLLSAVGVDKLHHGPRTDFNREMVGQGSANVVSGLLGGLPITGVIVRSSANVAAGARTRMSTILHGVWILLFASLFTNLVELIPKAALAGLLIVIGAQLVKLAHIKLAWRTGNFVIYAITIVCVVFLNLLEGVAIGLVVAIVFLLVRVVRAPVEVKPVGGEQSKRWRVDIDGTLSFLLLPRLTTVLSKLPEGSEVTLNLNADYIDDSVSEAISDWRRAHETR.... The pKi is 7.2. (5) The small molecule is COc1ccccc1N1CCN(Cc2ccccc2CNC(=O)c2ccc3ccccc3c2)CC1. The target protein (P35462) has sequence MASLSQLSSHLNYTCGAENSTGASQARPHAYYALSYCALILAIVFGNGLVCMAVLKERALQTTTNYLVVSLAVADLLVATLVMPWVVYLEVTGGVWNFSRICCDVFVTLDVMMCTASILNLCAISIDRYTAVVMPVHYQHGTGQSSCRRVALMITAVWVLAFAVSCPLLFGFNTTGDPTVCSISNPDFVIYSSVVSFYLPFGVTVLVYARIYVVLKQRRRKRILTRQNSQCNSVRPGFPQQTLSPDPAHLELKRYYSICQDTALGGPGFQERGGELKREEKTRNSLSPTIAPKLSLEVRKLSNGRLSTSLKLGPLQPRGVPLREKKATQMVAIVLGAFIVCWLPFFLTHVLNTHCQTCHVSPELYSATTWLGYVNSALNPVIYTTFNIEFRKAFLKILSC. The pKi is 6.1. (6) The compound is CC(C)(C)NC(=O)[C@@H]1CN(Cc2cccnc2)CCN1C[C@@H](O)C[C@@H](Cc1ccccc1)C(=O)N[C@H]1c2ccccc2C[C@H]1O. The target protein sequence is PQVTLWKRPLVTIKIGGQLKEALLDTGADDTVLEEMSLPGRWKPKMIGGIGGFIKVRQYDQILIEICGHKAIGTVLVGPTPVNIIGRNLLTQIGCTLNF. The pKi is 9.2.